Task: Predict the reactants needed to synthesize the given product.. Dataset: Full USPTO retrosynthesis dataset with 1.9M reactions from patents (1976-2016) (1) Given the product [F:1][C:2]1[CH:7]=[C:6]([I:8])[CH:5]=[CH:4][C:3]=1[NH:9][C:10]1[N:15]([CH3:16])[C:14](=[O:17])[C:13]2[CH2:18][CH2:19][CH2:20][C:12]=2[C:11]=1[C:21]([NH:27][NH2:28])=[O:23], predict the reactants needed to synthesize it. The reactants are: [F:1][C:2]1[CH:7]=[C:6]([I:8])[CH:5]=[CH:4][C:3]=1[NH:9][C:10]1[N:15]([CH3:16])[C:14](=[O:17])[C:13]2[CH2:18][CH2:19][CH2:20][C:12]=2[C:11]=1[C:21]([O:23]CC)=O.O.[NH2:27][NH2:28]. (2) Given the product [Cl:44][C:26]1[C:27]([NH:29][C:30]2[CH:35]=[CH:34][C:33]([N:36]3[CH2:37][CH2:38][O:39][CH2:40][CH2:41]3)=[CH:32][C:31]=2[O:42][CH3:43])=[N:28][C:23]([NH:1][C:2]2[C:19]([O:20][CH3:21])=[CH:18][C:5]3[CH2:6][CH2:7][N:8]([CH2:11][C@H:12]([OH:17])[C:13]([F:14])([F:15])[F:16])[CH2:9][CH2:10][C:4]=3[CH:3]=2)=[N:24][CH:25]=1, predict the reactants needed to synthesize it. The reactants are: [NH2:1][C:2]1[C:19]([O:20][CH3:21])=[CH:18][C:5]2[CH2:6][CH2:7][N:8]([CH2:11][C@H:12]([OH:17])[C:13]([F:16])([F:15])[F:14])[CH2:9][CH2:10][C:4]=2[CH:3]=1.Cl[C:23]1[N:28]=[C:27]([NH:29][C:30]2[CH:35]=[CH:34][C:33]([N:36]3[CH2:41][CH2:40][O:39][CH2:38][CH2:37]3)=[CH:32][C:31]=2[O:42][CH3:43])[C:26]([Cl:44])=[CH:25][N:24]=1.C12(CS(O)(=O)=O)C(C)(C)C(CC1)CC2=O.C(=O)(O)[O-].[Na+].